From a dataset of Drug-target binding data from BindingDB using IC50 measurements. Regression. Given a target protein amino acid sequence and a drug SMILES string, predict the binding affinity score between them. We predict pIC50 (pIC50 = -log10(IC50 in M); higher means more potent). Dataset: bindingdb_ic50. (1) The small molecule is Cn1cncc1C(O)(c1ccc(Cl)cc1)c1ccc2nc(C#N)c(Oc3ccc(F)cc3)c(Cl)c2c1. The target protein sequence is STPEAPYASLTEIEHLVQSVCKSYRETCQLRLEDLLRQRSNIFSREEVTGYQRKSMWEMWERCAHHLTEAIQYVVEFAKRLSGFMELCQNDQIVLLKAGAMEVVLVRMCRAYNADNRTVFFEGKYGGMELFRALGCSELISSIFDFSHSLSALHFSEDEIALYTALVLINAHRPGLQEKRKVEQLQYNLELAFHHHLCKTHRQSILAKLPPKGKLRSLCSQHVERLQIFQHLHPIVVQAAFPPLFKELFSTETESPVGLSK. The pIC50 is 6.2. (2) The compound is NC(=O)[C@H](Cc1ccc(C(F)(F)P(=O)(O)O)cc1)NC(=O)[C@H](Cc1ccccc1)NC(=O)Cc1ccc(C(F)(F)P(=O)(O)O)cc1. The target protein sequence is MEMEKEFEQIDKSGSWAAIYQDIRHEASDFPCRVAKLPKNKNRNRYRDVSPFDHSRIKLHQEDNDYINASLIKMEEAQRSYILTQGPLPNTCGHFWEMVWEQKSRGVVMLNRVMEKGSLKCAQYWPQKEEKEMIFEDTNLKLTLISEDIKSYYTVRQLELENLTTQETREILHFHYTTWPDFGVPESPASFLNFLFKVRESGSLSPEHGPVVVHCSAGIGRSGTFCLADTCLLLMDKRKDPSSVDIKKVLLEMRKFRMGLIQTADQLRFSYLAVIEGAKFIMGDSSVQDQWKELSHED. The pIC50 is 8.7. (3) The pIC50 is 8.6. The target protein (Q9NYK1) has sequence MVFPMWTLKRQILILFNIILISKLLGARWFPKTLPCDVTLDVPKNHVIVDCTDKHLTEIPGGIPTNTTNLTLTINHIPDISPASFHRLDHLVEIDFRCNCVPIPLGSKNNMCIKRLQIKPRSFSGLTYLKSLYLDGNQLLEIPQGLPPSLQLLSLEANNIFSIRKENLTELANIEILYLGQNCYYRNPCYVSYSIEKDAFLNLTKLKVLSLKDNNVTAVPTVLPSTLTELYLYNNMIAKIQEDDFNNLNQLQILDLSGNCPRCYNAPFPCAPCKNNSPLQIPVNAFDALTELKVLRLHSNSLQHVPPRWFKNINKLQELDLSQNFLAKEIGDAKFLHFLPSLIQLDLSFNFELQVYRASMNLSQAFSSLKSLKILRIRGYVFKELKSFNLSPLHNLQNLEVLDLGTNFIKIANLSMFKQFKRLKVIDLSVNKISPSGDSSEVGFCSNARTSVESYEPQVLEQLHYFRYDKYARSCRFKNKEASFMSVNESCYKYGQTLDL.... The drug is Cc1c(-c2[nH]c3ccc(C4CCN(C(=O)CCN(C)C(C)C)CC4)cc3c2C(C)C)cn2ncnc2c1C. (4) The small molecule is C=CC(C)(C)c1cc2cc3c(cc2oc1=O)O[C@@H](C(C)(C)O)C3. The target protein (P22513) has sequence MPIKVGINGFGRIGRMVFQALCEDGLLGTEIDVVAVVDMNTDAEYFAYQMRYDTVHGKFKYEVTTTKSSPSVAKDDTLVVNGHRILCVKAQRNPADLPWGKLGVEYVIESTGLFTAKAAAEGHLRGGARKVVISAPASGGAKTLVMGVNHHEYNPSEHHVVSNASCTTNCLAPIVHVLVKEGFGVQTGLMTTIHSYTATQKTVDGVSVKDWRGGRAAAVNIIPSTTGAAKAVGMVIPSTQGKLTGMSFRVPTPDVSVVDLTFTAARDTSIQEIDAALKRASKTYMKGILGYTDEELVSADFINDNRSSIYDSKATLQNNLPKERRFFKIVSWYDNEWGYSHRVVDLVRHMASKDRSARL. The pIC50 is 4.2. (5) The drug is NS(=O)(=O)c1c(C(F)(F)F)ccc(-c2cnn3ccccc23)c1-c1nnn[nH]1. The target protein (C7C422) has sequence MELPNIMHPVAKLSTALAAALMLSGCMPGEIRPTIGQQMETGDQRFGDLVFRQLAPNVWQHTSYLDMPGFGAVASNGLIVRDGGRVLVVDTAWTDDQTAQILNWIKQEINLPVALAVVTHAHQDKMGGMDALHAAGIATYANALSNQLAPQEGMVAAQHSLTFAANGWVEPATAPNFGPLKVFYPGPGHTSDNITVGIDGTDIAFGGCLIKDSKAKSLGNLGDADTEHYAASARAFGAAFPKASMIVMSHSAPDSRAAITHTARMADKLR. The pIC50 is 9.0.